Dataset: Full USPTO retrosynthesis dataset with 1.9M reactions from patents (1976-2016). Task: Predict the reactants needed to synthesize the given product. (1) Given the product [CH3:46][CH:45]([CH3:47])[CH2:44][C:43]([N:1]1[CH2:6][CH2:5][N:4]([C:15](=[O:17])[CH2:14][C:11]2[CH:10]=[CH:9][C:8]([NH2:7])=[CH:13][CH:12]=2)[CH2:3][CH2:2]1)=[O:48], predict the reactants needed to synthesize it. The reactants are: [NH:1]1[CH2:6][CH2:5][NH:4][CH2:3][CH2:2]1.[NH2:7][C:8]1[CH:13]=[CH:12][C:11]([CH2:14][C:15]([OH:17])=O)=[CH:10][CH:9]=1.C1CCC(N=C=NC2CCCCC2)CC1.C1C=CC2N(O)N=NC=2C=1.[C:43](O)(=[O:48])[CH2:44][CH:45]([CH3:47])[CH3:46]. (2) Given the product [C:1]([N:5]1[CH:9]=[C:8]2[O:10][C:11]3([CH2:16][CH2:15][N:14]([C:17]([C:19]4[CH:24]=[CH:23][C:22]([O:25][CH:26]([CH3:27])[CH3:28])=[C:21]([O:29][CH3:30])[CH:20]=4)=[O:18])[CH2:13][CH2:12]3)[CH2:31][CH:32]([O:33][CH:34]([CH3:36])[CH3:35])[C:7]2=[N:6]1)([CH3:3])([CH3:2])[CH3:4], predict the reactants needed to synthesize it. The reactants are: [C:1]([N:5]1[CH:9]=[C:8]2[O:10][C:11]3([CH2:31][CH:32]([OH:33])[C:7]2=[N:6]1)[CH2:16][CH2:15][N:14]([C:17]([C:19]1[CH:24]=[CH:23][C:22]([O:25][CH:26]([CH3:28])[CH3:27])=[C:21]([O:29][CH3:30])[CH:20]=1)=[O:18])[CH2:13][CH2:12]3)([CH3:4])([CH3:3])[CH3:2].[CH:34](O)([CH3:36])[CH3:35].FC(F)(F)S(OS(C(F)(F)F)(=O)=O)(=O)=O.C([O-])(O)=O.[Na+]. (3) Given the product [CH2:15]([C:10]1([CH2:9][CH2:8][CH2:7][CH2:6][CH2:5][CH:4]([NH2:1])[C:17]2[N:21]([CH2:22][O:23][CH2:24][CH2:25][Si:26]([CH3:29])([CH3:27])[CH3:28])[C:20]([C:30]3[CH:39]=[CH:38][C:37]4[C:32](=[CH:33][CH:34]=[CH:35][CH:36]=4)[CH:31]=3)=[N:19][CH:18]=2)[O:11][CH2:12][CH2:13][O:14]1)[CH3:16], predict the reactants needed to synthesize it. The reactants are: [N:1]([CH:4]([C:17]1[N:21]([CH2:22][O:23][CH2:24][CH2:25][Si:26]([CH3:29])([CH3:28])[CH3:27])[C:20]([C:30]2[CH:39]=[CH:38][C:37]3[C:32](=[CH:33][CH:34]=[CH:35][CH:36]=3)[CH:31]=2)=[N:19][CH:18]=1)[CH2:5][CH2:6][CH2:7][CH2:8][CH2:9][C:10]1([CH2:15][CH3:16])[O:14][CH2:13][CH2:12][O:11]1)=[N+]=[N-]. (4) Given the product [CH2:1]([O:6][S:8]([CH3:7])(=[O:10])=[O:9])[CH2:2][CH2:3][C:4]#[CH:5], predict the reactants needed to synthesize it. The reactants are: [CH2:1]([OH:6])[CH2:2][CH2:3][C:4]#[CH:5].[CH3:7][S:8](Cl)(=[O:10])=[O:9].C(N(CC)C(C)C)(C)C.OS([O-])(=O)=O.[K+].